This data is from Reaction yield outcomes from USPTO patents with 853,638 reactions. The task is: Predict the reaction yield, written as a fraction of the theoretical maximum amount of product (1.0 means a 100% yield; for example, 0.34 means a 34% yield). The reactants are Cl[C:2]1[C:11]2[C:6](=[CH:7][CH:8]=[CH:9][C:10]=2[O:12][CH:13]2[CH2:18][CH2:17][N:16]([CH3:19])[CH2:15][CH2:14]2)[N:5]=[CH:4][N:3]=1.[Cl:20][C:21]1[CH:22]=[C:23]([CH:25]=[CH:26][C:27]=1[O:28][C:29]1[CH:34]=[CH:33][CH:32]=[CH:31][N:30]=1)[NH2:24]. No catalyst specified. The product is [Cl:20][C:21]1[CH:22]=[C:23]([CH:25]=[CH:26][C:27]=1[O:28][C:29]1[CH:34]=[CH:33][CH:32]=[CH:31][N:30]=1)[NH:24][C:2]1[C:11]2[C:6](=[CH:7][CH:8]=[CH:9][C:10]=2[O:12][CH:13]2[CH2:18][CH2:17][N:16]([CH3:19])[CH2:15][CH2:14]2)[N:5]=[CH:4][N:3]=1. The yield is 0.650.